Dataset: Catalyst prediction with 721,799 reactions and 888 catalyst types from USPTO. Task: Predict which catalyst facilitates the given reaction. (1) Reactant: [CH2:1]([O:3][C:4]([C:6]1[CH:11]=[C:10]([Br:12])[C:9](=[O:13])[NH:8][C:7]=1[C:14]([F:17])([F:16])[F:15])=[O:5])[CH3:2].[CH2:18](O)[C:19]([F:22])([F:21])[F:20].C1(P(C2C=CC=CC=2)C2C=CC=CC=2)C=CC=CC=1.N(C(OCC)=O)=NC(OCC)=O. Product: [CH2:1]([O:3][C:4](=[O:5])[C:6]1[CH:11]=[C:10]([Br:12])[C:9]([O:13][CH2:18][C:19]([F:22])([F:21])[F:20])=[N:8][C:7]=1[C:14]([F:17])([F:15])[F:16])[CH3:2]. The catalyst class is: 7. (2) Reactant: Cl.Cl.[NH2:3][CH2:4][C:5]1[C:6]([CH2:22][C:23]([CH3:26])([CH3:25])[CH3:24])=[N:7][C:8]([CH3:21])=[C:9]([C:13]=1[C:14]1[CH:19]=[CH:18][C:17]([CH3:20])=[CH:16][CH:15]=1)[C:10]([OH:12])=[O:11].[OH-].[Na+].Cl[C:30]([O:32][CH2:33][C:34]1[CH:39]=[CH:38][CH:37]=[CH:36][CH:35]=1)=[O:31].Cl. Product: [CH2:33]([O:32][C:30]([NH:3][CH2:4][C:5]1[C:6]([CH2:22][C:23]([CH3:26])([CH3:25])[CH3:24])=[N:7][C:8]([CH3:21])=[C:9]([C:13]=1[C:14]1[CH:19]=[CH:18][C:17]([CH3:20])=[CH:16][CH:15]=1)[C:10]([OH:12])=[O:11])=[O:31])[C:34]1[CH:39]=[CH:38][CH:37]=[CH:36][CH:35]=1. The catalyst class is: 7. (3) Product: [Cl:1][C:2]1[CH:11]=[C:10]2[C:5]([CH:6]=[CH:7][C:8]([CH3:12])=[N:9]2)=[C:4]([N:13]2[CH2:18][CH2:17][N:16]([CH2:19][CH:20]([C:22]3[CH:23]=[CH:24][C:25]4[O:30][CH2:29][C:28](=[O:31])[NH:27][C:26]=4[CH:32]=3)[F:39])[CH2:15][CH2:14]2)[CH:3]=1. The catalyst class is: 2. Reactant: [Cl:1][C:2]1[CH:11]=[C:10]2[C:5]([CH:6]=[CH:7][C:8]([CH3:12])=[N:9]2)=[C:4]([N:13]2[CH2:18][CH2:17][N:16]([CH2:19][CH:20]([C:22]3[CH:23]=[CH:24][C:25]4[O:30][CH2:29][C:28](=[O:31])[NH:27][C:26]=4[CH:32]=3)O)[CH2:15][CH2:14]2)[CH:3]=1.CCN(S(F)(F)[F:39])CC. (4) Reactant: [Si]([O:8][C:9]1[C:10]([F:75])=[C:11]([CH:18]([C:45]2[N:46]([C:56]([C:69]3[CH:74]=[CH:73][CH:72]=[CH:71][CH:70]=3)([C:63]3[CH:68]=[CH:67][CH:66]=[CH:65][CH:64]=3)[C:57]3[CH:62]=[CH:61][CH:60]=[CH:59][CH:58]=3)[CH:47]=[C:48]([C:50]3[CH:55]=[CH:54][CH:53]=[CH:52][CH:51]=3)[N:49]=2)[NH:19][C:20]2[CH:21]=[C:22]3[C:27](=[CH:28][CH:29]=2)[C:26]([N:30]([C:38]([O:40][C:41]([CH3:44])([CH3:43])[CH3:42])=[O:39])[C:31]([O:33][C:34]([CH3:37])([CH3:36])[CH3:35])=[O:32])=[N:25][CH:24]=[CH:23]3)[CH:12]=[C:13]([O:15][CH2:16][CH3:17])[CH:14]=1)(C(C)(C)C)(C)C.CCCC[N+](CCCC)(CCCC)CCCC.[F-]. Product: [C:34]([O:33][C:31]([N:30]([C:38]([O:40][C:41]([CH3:42])([CH3:44])[CH3:43])=[O:39])[C:26]1[C:27]2[C:22](=[CH:21][C:20]([NH:19][CH:18]([C:45]3[N:46]([C:56]([C:69]4[CH:70]=[CH:71][CH:72]=[CH:73][CH:74]=4)([C:63]4[CH:68]=[CH:67][CH:66]=[CH:65][CH:64]=4)[C:57]4[CH:58]=[CH:59][CH:60]=[CH:61][CH:62]=4)[CH:47]=[C:48]([C:50]4[CH:55]=[CH:54][CH:53]=[CH:52][CH:51]=4)[N:49]=3)[C:11]3[C:10]([F:75])=[C:9]([OH:8])[CH:14]=[C:13]([O:15][CH2:16][CH3:17])[CH:12]=3)=[CH:29][CH:28]=2)[CH:23]=[CH:24][N:25]=1)=[O:32])([CH3:37])([CH3:35])[CH3:36]. The catalyst class is: 49. (5) Reactant: [NH:1]1[C:9]2[C:4](=[CH:5][N:6]=[CH:7][CH:8]=2)[CH:3]=[CH:2]1.[CH3:10][N:11]1[CH2:16][CH2:15][C:14](=O)[CH2:13][CH2:12]1.N1CCCC1. Product: [CH3:10][N:11]1[CH2:12][CH:13]=[C:14]([C:3]2[C:4]3[C:9](=[CH:8][CH:7]=[N:6][CH:5]=3)[NH:1][CH:2]=2)[CH2:15][CH2:16]1. The catalyst class is: 8. (6) Reactant: [Cl:1][C:2]1[CH:7]=[CH:6][C:5]([C:8](=O)[CH2:9][C:10](=O)[CH3:11])=[CH:4][CH:3]=1.[CH3:14][NH:15][NH2:16]. Product: [Cl:1][C:2]1[CH:7]=[CH:6][C:5]([C:8]2[N:15]([CH3:14])[N:16]=[C:10]([CH3:11])[CH:9]=2)=[CH:4][CH:3]=1. The catalyst class is: 5. (7) Reactant: [CH2:1]([O:8][C:9]([N:11]1[CH2:16][CH2:15][CH2:14][CH:13]([C:17]([OH:19])=O)[CH2:12]1)=[O:10])[C:2]1[CH:7]=[CH:6][CH:5]=[CH:4][CH:3]=1.C(Cl)(=O)C([Cl:23])=O. Product: [CH2:1]([O:8][C:9]([N:11]1[CH2:16][CH2:15][CH2:14][CH:13]([C:17]([Cl:23])=[O:19])[CH2:12]1)=[O:10])[C:2]1[CH:7]=[CH:6][CH:5]=[CH:4][CH:3]=1. The catalyst class is: 454. (8) Reactant: [CH2:1]([O:5][C:6]1[C:15]2[C:10](=[CH:11][CH:12]=[C:13]([C:16]3[S:17][C:18]([C:22]([O:24]CC)=[O:23])=[C:19]([CH3:21])[N:20]=3)[CH:14]=2)[C:9](=[O:27])[N:8]([CH2:28][CH:29]([CH3:31])[CH3:30])[C:7]=1[CH2:32][NH:33][C:34]([O:36][C:37]([CH3:40])([CH3:39])[CH3:38])=[O:35])[CH2:2][CH2:3][CH3:4].[OH-].[Na+].O.Cl. Product: [CH2:1]([O:5][C:6]1[C:15]2[C:10](=[CH:11][CH:12]=[C:13]([C:16]3[S:17][C:18]([C:22]([OH:24])=[O:23])=[C:19]([CH3:21])[N:20]=3)[CH:14]=2)[C:9](=[O:27])[N:8]([CH2:28][CH:29]([CH3:31])[CH3:30])[C:7]=1[CH2:32][NH:33][C:34]([O:36][C:37]([CH3:40])([CH3:39])[CH3:38])=[O:35])[CH2:2][CH2:3][CH3:4]. The catalyst class is: 214. (9) Product: [C:7]([C:9]1[CH:10]=[C:11]2[C:16](=[CH:17][C:18]=1[O:19][CH2:20][CH:21]([OH:22])[CH2:23][N:1]1[CH2:6][CH2:5][O:4][CH2:3][CH2:2]1)[N:15]=[CH:14][CH:13]=[C:12]2[O:24][C:25]1[CH:30]=[CH:29][C:28]([NH:31][C:32]([NH:34][C:35]2[CH:36]=[CH:37][C:38]([F:41])=[CH:39][CH:40]=2)=[O:33])=[C:27]([F:42])[CH:26]=1)#[N:8]. The catalyst class is: 7. Reactant: [NH:1]1[CH2:6][CH2:5][O:4][CH2:3][CH2:2]1.[C:7]([C:9]1[CH:10]=[C:11]2[C:16](=[CH:17][C:18]=1[O:19][CH2:20][CH:21]1[CH2:23][O:22]1)[N:15]=[CH:14][CH:13]=[C:12]2[O:24][C:25]1[CH:30]=[CH:29][C:28]([NH:31][C:32]([NH:34][C:35]2[CH:40]=[CH:39][C:38]([F:41])=[CH:37][CH:36]=2)=[O:33])=[C:27]([F:42])[CH:26]=1)#[N:8]. (10) Reactant: C(#N)C([CH2:4][C:5]#[N:6])O.[H-].[Na+].[CH3:10][N:11]1[CH2:16][CH2:15][N:14]([C:17]2[CH:28]=[C:21]3[C:22]([O:24][C:25](=O)[NH:26][C:20]3=[CH:19][CH:18]=2)=O)[CH2:13][CH2:12]1.C[N:30](C)C=O. Product: [NH2:30][C:25]1[C:4]([C:5]#[N:6])=[C:22]([OH:24])[C:21]2[C:20](=[CH:19][CH:18]=[C:17]([N:14]3[CH2:13][CH2:12][N:11]([CH3:10])[CH2:16][CH2:15]3)[CH:28]=2)[N:26]=1. The catalyst class is: 6.